This data is from Forward reaction prediction with 1.9M reactions from USPTO patents (1976-2016). The task is: Predict the product of the given reaction. (1) Given the reactants [CH2:1]([N:3]1[C:11]2[C:6](=[CH:7][CH:8]=[CH:9][CH:10]=2)[C:5]([C:12]2[CH:13]=[C:14]([NH2:17])[NH:15][N:16]=2)=[CH:4]1)[CH3:2].[N:18]1([CH2:23][CH2:24][CH2:25][C:26](O)=[O:27])[CH2:22][CH2:21][CH2:20][CH2:19]1.C([O-])=O, predict the reaction product. The product is: [CH2:1]([N:3]1[C:11]2[C:6](=[CH:7][CH:8]=[CH:9][CH:10]=2)[C:5]([C:12]2[CH:13]=[C:14]([NH:17][C:26](=[O:27])[CH2:25][CH2:24][CH2:23][N:18]3[CH2:22][CH2:21][CH2:20][CH2:19]3)[NH:15][N:16]=2)=[CH:4]1)[CH3:2]. (2) Given the reactants [N+:1]([C:4]1[CH:5]=[C:6]([CH:28]=[CH:29][CH:30]=1)[CH2:7][C:8]1[C:12]2[C:13](=[O:27])[N:14]([C:21]3[CH:26]=[CH:25][CH:24]=[CH:23][CH:22]=3)[C:15]3[N:16]=[CH:17][CH:18]=[CH:19][C:20]=3[C:11]=2[NH:10][N:9]=1)([O-])=O, predict the reaction product. The product is: [NH2:1][C:4]1[CH:5]=[C:6]([CH:28]=[CH:29][CH:30]=1)[CH2:7][C:8]1[C:12]2[C:13](=[O:27])[N:14]([C:21]3[CH:26]=[CH:25][CH:24]=[CH:23][CH:22]=3)[C:15]3[N:16]=[CH:17][CH:18]=[CH:19][C:20]=3[C:11]=2[NH:10][N:9]=1. (3) Given the reactants C[O:2][C:3](=[O:28])/[CH:4]=[CH:5]/[C:6]1[CH:7]=[C:8]2[C:24](=[CH:25][CH:26]=1)[O:23][C:11]1([CH2:14][N:13]([CH2:15][CH2:16][C:17]3[CH:22]=[CH:21][CH:20]=[CH:19][CH:18]=3)[CH2:12]1)[CH2:10][C:9]2=[O:27].Cl, predict the reaction product. The product is: [C:17]1([CH2:16][CH2:15][N:13]2[CH2:14][C:11]3([CH2:10][C:9](=[O:27])[C:8]4[C:24](=[CH:25][CH:26]=[C:6](/[CH:5]=[CH:4]/[C:3]([OH:28])=[O:2])[CH:7]=4)[O:23]3)[CH2:12]2)[CH:18]=[CH:19][CH:20]=[CH:21][CH:22]=1. (4) Given the reactants [OH-].[Na+].CO.C([O:7][C:8]([C:10]1[C:14]([CH:15]=[CH:16][C:17]2[CH:22]=[CH:21][C:20]([CH:23]([CH3:25])[CH3:24])=[CH:19][C:18]=2[Cl:26])=[CH:13][S:12][C:11]=1[N:27]1[C:35](=[O:36])[C:34]2[C:29](=[CH:30][CH:31]=[CH:32][CH:33]=2)[C:28]1=[O:37])=[O:9])C.Cl, predict the reaction product. The product is: [Cl:26][C:18]1[CH:19]=[C:20]([CH:23]([CH3:25])[CH3:24])[CH:21]=[CH:22][C:17]=1[CH:16]=[CH:15][C:14]1[C:10]([C:8]([OH:9])=[O:7])=[C:11]([N:27]2[C:35](=[O:36])[C:34]3[C:29](=[CH:30][CH:31]=[CH:32][CH:33]=3)[C:28]2=[O:37])[S:12][CH:13]=1. (5) The product is: [ClH:50].[ClH:50].[ClH:50].[NH2:7][C:8]1([C:12]2[CH:17]=[CH:16][C:15]([C:18]3[N:22]4[C:23]5[CH:35]=[CH:34][CH:33]=[N:32][C:24]=5[NH:25][C:26]5[CH:31]=[CH:30][CH:29]=[CH:28][C:27]=5[C:21]4=[N:20][C:19]=3[C:36]3[CH:37]=[CH:38][C:39]([N:42]4[CH2:47][CH2:46][CH2:45][CH2:44][C:43]4=[O:48])=[CH:40][CH:41]=3)=[CH:14][CH:13]=2)[CH2:11][CH2:10][CH2:9]1. Given the reactants C(OC(=O)[NH:7][C:8]1([C:12]2[CH:17]=[CH:16][C:15]([C:18]3[N:22]4[C:23]5[CH:35]=[CH:34][CH:33]=[N:32][C:24]=5[NH:25][C:26]5[CH:31]=[CH:30][CH:29]=[CH:28][C:27]=5[C:21]4=[N:20][C:19]=3[C:36]3[CH:41]=[CH:40][C:39]([N:42]4[CH2:47][CH2:46][CH2:45][CH2:44][C:43]4=[O:48])=[CH:38][CH:37]=3)=[CH:14][CH:13]=2)[CH2:11][CH2:10][CH2:9]1)(C)(C)C.[ClH:50].O1CCOCC1, predict the reaction product. (6) Given the reactants [CH3:1][C:2]1[CH:7]=[C:6]([C:8]2[CH:9]=[CH:10][C:11]([O:31][CH3:32])=[C:12]([CH:30]=2)[CH2:13][NH:14][CH:15]2[CH2:20][CH2:19][CH:18]([N:21]([CH3:29])[C:22](=[O:28])[O:23][C:24]([CH3:27])([CH3:26])[CH3:25])[CH2:17][CH2:16]2)[CH:5]=[C:4]([CH3:33])[N:3]=1.[Cl:34][C:35]1[C:36]2[CH:46]=[CH:45][CH:44]=[CH:43][C:37]=2[S:38][C:39]=1[C:40](Cl)=[O:41], predict the reaction product. The product is: [Cl:34][C:35]1[C:36]2[CH:46]=[CH:45][CH:44]=[CH:43][C:37]=2[S:38][C:39]=1[C:40]([N:14]([CH2:13][C:12]1[CH:30]=[C:8]([C:6]2[CH:7]=[C:2]([CH3:1])[N:3]=[C:4]([CH3:33])[CH:5]=2)[CH:9]=[CH:10][C:11]=1[O:31][CH3:32])[CH:15]1[CH2:16][CH2:17][CH:18]([N:21]([CH3:29])[C:22](=[O:28])[O:23][C:24]([CH3:27])([CH3:26])[CH3:25])[CH2:19][CH2:20]1)=[O:41]. (7) Given the reactants [CH3:1][C:2]1[CH:7]=[CH:6][C:5]([N+:8]([O-])=O)=[CH:4][C:3]=1[S:11]([NH2:14])(=[O:13])=[O:12].[Sn](Cl)Cl, predict the reaction product. The product is: [NH2:8][C:5]1[CH:6]=[CH:7][C:2]([CH3:1])=[C:3]([S:11]([NH2:14])(=[O:12])=[O:13])[CH:4]=1.